Dataset: Forward reaction prediction with 1.9M reactions from USPTO patents (1976-2016). Task: Predict the product of the given reaction. (1) Given the reactants FC(F)(F)C(O)=O.[CH2:8]([NH:12][C:13]1[N:21]=[C:20]2[C:16]([N:17]=[C:18]([O:22][CH3:23])[NH:19]2)=[C:15]([NH2:24])[N:14]=1)[CH2:9][CH2:10][CH3:11].C(=O)([O-])[O-].[K+].[K+].Br[CH2:32][CH2:33][CH:34]1[CH2:38][CH2:37][CH2:36][O:35]1.O, predict the reaction product. The product is: [CH2:8]([NH:12][C:13]1[N:21]=[C:20]2[C:16]([N:17]=[C:18]([O:22][CH3:23])[N:19]2[CH2:32][CH2:33][CH:34]2[CH2:38][CH2:37][CH2:36][O:35]2)=[C:15]([NH2:24])[N:14]=1)[CH2:9][CH2:10][CH3:11]. (2) The product is: [CH2:14]([O:17][C:18]1([CH3:47])[CH2:19][CH2:20][N:21]([C:24]2[N:29]3[N:30]=[C:31]([CH2:33][O:13][CH2:12][C:6]4[CH:7]=[CH:8][C:9]([F:11])=[CH:10][C:5]=4[CH2:1][CH2:2][CH:3]=[CH2:4])[CH:32]=[C:28]3[N:27]=[C:26]([CH3:35])[C:25]=2[C@H:36]([O:42][C:43]([CH3:46])([CH3:45])[CH3:44])[C:37]([O:39][CH2:40][CH3:41])=[O:38])[CH2:22][CH2:23]1)[CH:15]=[CH2:16]. Given the reactants [CH2:1]([C:5]1[CH:10]=[C:9]([F:11])[CH:8]=[CH:7][C:6]=1[CH2:12][OH:13])[CH2:2][CH:3]=[CH2:4].[CH2:14]([O:17][C:18]1([CH3:47])[CH2:23][CH2:22][N:21]([C:24]2[N:29]3[N:30]=[C:31]([CH2:33]I)[CH:32]=[C:28]3[N:27]=[C:26]([CH3:35])[C:25]=2[C@H:36]([O:42][C:43]([CH3:46])([CH3:45])[CH3:44])[C:37]([O:39][CH2:40][CH3:41])=[O:38])[CH2:20][CH2:19]1)[CH:15]=[CH2:16].[H-].[Na+], predict the reaction product.